Dataset: Peptide-MHC class I binding affinity with 185,985 pairs from IEDB/IMGT. Task: Regression. Given a peptide amino acid sequence and an MHC pseudo amino acid sequence, predict their binding affinity value. This is MHC class I binding data. (1) The peptide sequence is GLPVEYLQVPS. The MHC is HLA-B07:02 with pseudo-sequence HLA-B07:02. The binding affinity (normalized) is 0.105. (2) The peptide sequence is AVIPFDDIVR. The MHC is HLA-A31:01 with pseudo-sequence HLA-A31:01. The binding affinity (normalized) is 0.596. (3) The peptide sequence is GENMAPEKV. The MHC is HLA-B18:01 with pseudo-sequence HLA-B18:01. The binding affinity (normalized) is 0.0847.